This data is from Catalyst prediction with 721,799 reactions and 888 catalyst types from USPTO. The task is: Predict which catalyst facilitates the given reaction. (1) Reactant: [F:1][C:2]1[CH:3]=[CH:4][CH:5]=[C:6]2[C:11]=1[O:10][CH2:9][CH2:8][C@H:7]2[NH:12]C(=O)COC. Product: [F:1][C:2]1[CH:3]=[CH:4][CH:5]=[C:6]2[C:11]=1[O:10][CH2:9][CH2:8][C@H:7]2[NH2:12]. The catalyst class is: 422. (2) Reactant: [OH:1][C:2]1[CH:20]=[CH:19][CH:18]=[CH:17][C:3]=1[C:4]([NH:6][CH2:7][CH2:8][S:9][S:10][CH2:11][CH2:12][NH:13]C(=O)[O-])=[O:5]. Product: [NH2:13][CH2:12][CH2:11][S:10][S:9][CH2:8][CH2:7][NH:6][C:4](=[O:5])[C:3]1[CH:17]=[CH:18][CH:19]=[CH:20][C:2]=1[OH:1]. The catalyst class is: 137. (3) Reactant: [F:1][C:2]1([F:18])[CH2:7][CH2:6][CH:5]([NH:8][C:9]2[N:17]=[CH:16][CH:15]=[CH:14][C:10]=2[C:11]([OH:13])=O)[CH2:4][CH2:3]1.Cl.[NH2:20][C:21]([CH3:26])([CH2:24][CH3:25])[C:22]#[CH:23].C1C=CC2N(O)N=NC=2C=1.CCN=C=NCCCN(C)C.CCN(C(C)C)C(C)C. Product: [F:18][C:2]1([F:1])[CH2:3][CH2:4][CH:5]([NH:8][C:9]2[N:17]=[CH:16][CH:15]=[CH:14][C:10]=2[C:11]([NH:20][C:21]([CH3:26])([CH2:24][CH3:25])[C:22]#[CH:23])=[O:13])[CH2:6][CH2:7]1. The catalyst class is: 2. (4) Reactant: [F:1][C:2]1([F:11])[CH2:7][CH2:6][N:5]([CH2:8][C:9]#[N:10])[CH2:4][CH2:3]1.[H-].[H-].[H-].[H-].[Li+].[Al+3]. Product: [F:11][C:2]1([F:1])[CH2:3][CH2:4][N:5]([CH2:8][CH2:9][NH2:10])[CH2:6][CH2:7]1. The catalyst class is: 1. (5) Reactant: [Cl:1][C:2]1[CH:10]=[C:9]2[C:5]([C:6]([C:11]([N:13]3[CH2:18][CH2:17][N:16]([C:19]4[CH:24]=[CH:23][CH:22]=[CH:21][C:20]=4[F:25])[CH2:15][CH2:14]3)=[O:12])=[CH:7][NH:8]2)=[CH:4][CH:3]=1.[H-].[Na+].C(OC([N:35]1[CH2:39][CH2:38]OS1(=O)=O)=O)(C)(C)C.Cl. Product: [NH2:35][CH2:39][CH2:38][N:8]1[C:9]2[C:5](=[CH:4][CH:3]=[C:2]([Cl:1])[CH:10]=2)[C:6]([C:11]([N:13]2[CH2:18][CH2:17][N:16]([C:19]3[CH:24]=[CH:23][CH:22]=[CH:21][C:20]=3[F:25])[CH2:15][CH2:14]2)=[O:12])=[CH:7]1. The catalyst class is: 18. (6) Reactant: [OH:1]/[N:2]=[C:3](\[NH2:17])/[C:4]1[CH:9]=[CH:8][C:7]([O:10][C:11]2[CH:16]=[CH:15][CH:14]=[CH:13][N:12]=2)=[CH:6][CH:5]=1.[CH2:18]([O:25][C:26]1[CH:34]=[CH:33][C:29]([C:30](Cl)=O)=[CH:28][CH:27]=1)[C:19]1[CH:24]=[CH:23][CH:22]=[CH:21][CH:20]=1. Product: [CH2:18]([O:25][C:26]1[CH:27]=[CH:28][C:29]([C:30]2[O:1][N:2]=[C:3]([C:4]3[CH:5]=[CH:6][C:7]([O:10][C:11]4[CH:16]=[CH:15][CH:14]=[CH:13][N:12]=4)=[CH:8][CH:9]=3)[N:17]=2)=[CH:33][CH:34]=1)[C:19]1[CH:20]=[CH:21][CH:22]=[CH:23][CH:24]=1. The catalyst class is: 17. (7) Reactant: [Cl:1][C:2]1[CH:7]=[CH:6][C:5](I)=[C:4]([Cl:9])[CH:3]=1.C([Mg]Cl)(C)C.[C:15]([O:19][C:20]([N:22]1[CH2:27][CH2:26][C:25](=[O:28])[CH2:24][CH2:23]1)=[O:21])([CH3:18])([CH3:17])[CH3:16].[BH4-].[Na+]. Product: [C:15]([O:19][C:20]([N:22]1[CH2:27][CH2:26][C:25]([C:5]2[CH:6]=[CH:7][C:2]([Cl:1])=[CH:3][C:4]=2[Cl:9])([OH:28])[CH2:24][CH2:23]1)=[O:21])([CH3:18])([CH3:16])[CH3:17]. The catalyst class is: 7. (8) The catalyst class is: 4. Product: [OH:8][C:9]1[CH:10]=[CH:11][C:12]([CH2:15][C@H:16]([O:20][CH3:21])[C:17]([OH:19])=[O:18])=[CH:13][CH:14]=1. Reactant: [Si]([O:8][C:9]1[CH:14]=[CH:13][C:12]([CH2:15][C@H:16]([O:20][CH3:21])[C:17]([OH:19])=[O:18])=[CH:11][CH:10]=1)(C(C)(C)C)(C)C.[F-].C([N+](CCCC)(CCCC)CCCC)CCC. (9) Reactant: [Br:1][C:2]1[CH:7]=[CH:6][N:5]=[CH:4][CH:3]=1.C([N-]C(C)C)(C)C.[Li+].CN(C)[CH:18]=[O:19]. Product: [Br:1][C:2]1[CH:7]=[CH:6][N:5]=[CH:4][C:3]=1[CH:18]=[O:19]. The catalyst class is: 1.